From a dataset of Full USPTO retrosynthesis dataset with 1.9M reactions from patents (1976-2016). Predict the reactants needed to synthesize the given product. (1) Given the product [CH:1]1([NH:4][C:5]([C:7]2[C:16](=[O:17])[C:15]3[C:10](=[N:11][CH:12]=[CH:13][CH:14]=3)[N:9]([C:18]3[CH:23]=[CH:22][CH:21]=[C:20]([C:24]4[CH:29]=[CH:28][C:27](=[O:30])[NH:26][CH:25]=4)[CH:19]=3)[CH:8]=2)=[O:6])[CH2:3][CH2:2]1, predict the reactants needed to synthesize it. The reactants are: [CH:1]1([NH:4][C:5]([C:7]2[C:16](=[O:17])[C:15]3[C:10](=[N:11][CH:12]=[CH:13][CH:14]=3)[N:9]([C:18]3[CH:23]=[CH:22][CH:21]=[C:20]([C:24]4[CH:25]=[N:26][C:27]([O:30]CC5C=CC=CC=5)=[CH:28][CH:29]=4)[CH:19]=3)[CH:8]=2)=[O:6])[CH2:3][CH2:2]1.FC(F)(F)C(O)=O. (2) Given the product [CH2:15]([O:14][N:13]=[C:11]1[CH2:12][N:8]([C:6]([C:26]2[C:21](=[O:20])[O:22][C:23]([CH2:30][CH2:31][CH2:32][CH2:33][CH3:34])=[CH:24][CH:25]=2)=[O:7])[C@H:9]([C:17]([NH:50][C:46]2[CH:47]=[CH:48][C:49]3[N:37]([CH2:35][CH3:36])[C:38]4[C:43]([C:44]=3[CH:45]=2)=[CH:42][CH:41]=[CH:40][CH:39]=4)=[O:19])[CH2:10]1)[CH3:16], predict the reactants needed to synthesize it. The reactants are: C(O[C:6]([N:8]1[CH2:12][C:11](=[N:13][O:14][CH2:15][CH3:16])[CH2:10][C@H:9]1[C:17]([OH:19])=O)=[O:7])(C)(C)C.[O:20]=[C:21]1[C:26](C(Cl)=O)=[CH:25][CH:24]=[C:23]([CH2:30][CH2:31][CH2:32][CH2:33][CH3:34])[O:22]1.[CH2:35]([N:37]1[C:49]2[CH:48]=[CH:47][C:46]([NH2:50])=[CH:45][C:44]=2[C:43]2[C:38]1=[CH:39][CH:40]=[CH:41][CH:42]=2)[CH3:36]. (3) Given the product [CH2:21]([O:20][C:18](=[O:19])[NH:2][C@@H:3]1[CH2:8][CH2:7][CH2:6][CH2:5][C@H:4]1[CH2:9][OH:10])[C:22]1[CH:27]=[CH:26][CH:25]=[CH:24][CH:23]=1, predict the reactants needed to synthesize it. The reactants are: Cl.[NH2:2][C@@H:3]1[CH2:8][CH2:7][CH2:6][CH2:5][C@H:4]1[CH2:9][OH:10].C([O-])([O-])=O.[Na+].[Na+].Cl[C:18]([O:20][CH2:21][C:22]1[CH:27]=[CH:26][CH:25]=[CH:24][CH:23]=1)=[O:19]. (4) Given the product [F:13][CH:12]([F:14])[C:8]1[C:7]([O:15][C@H:16]2[CH2:21][CH2:20][C@@H:19]([CH3:22])[CH2:18][CH2:17]2)=[CH:6][CH:5]=[C:4]2[C:9]=1[CH:10]=[CH:11][C:2]([CH:31]=[O:32])=[CH:3]2, predict the reactants needed to synthesize it. The reactants are: Br[C:2]1[CH:3]=[C:4]2[C:9](=[CH:10][CH:11]=1)[C:8]([CH:12]([F:14])[F:13])=[C:7]([O:15][C@H:16]1[CH2:21][CH2:20][C@@H:19]([CH3:22])[CH2:18][CH2:17]1)[CH:6]=[CH:5]2.[Li]CCCC.CN([CH:31]=[O:32])C. (5) Given the product [Cl:1][C:2]1[C:10]([Cl:11])=[CH:9][CH:8]=[C:7]2[C:3]=1[C:4]([OH:13])([C:18]1[CH:23]=[C:22]([CH3:24])[CH:21]=[CH:20][C:19]=1[O:25][CH3:26])[C:5](=[O:12])[NH:6]2, predict the reactants needed to synthesize it. The reactants are: [Cl:1][C:2]1[C:10]([Cl:11])=[CH:9][CH:8]=[C:7]2[C:3]=1[C:4](=[O:13])[C:5](=[O:12])[NH:6]2.[H-].[Na+].Br[Mg][C:18]1[CH:23]=[C:22]([CH3:24])[CH:21]=[CH:20][C:19]=1[O:25][CH3:26].[Cl-].[NH4+]. (6) Given the product [OH:1][C:2]1[CH:9]=[CH:8][C:5]([C:6]#[N:13])=[CH:4][C:3]=1[CH3:10], predict the reactants needed to synthesize it. The reactants are: [OH:1][C:2]1[CH:9]=[CH:8][C:5]([CH:6]=O)=[CH:4][C:3]=1[CH3:10].[Cl-].O[NH3+:13]. (7) Given the product [Br:8][C:15]1[C:10]([Cl:9])=[CH:11][C:12]([NH:16][C:17](=[O:22])[C:18]([CH3:19])([CH3:21])[CH3:20])=[N:13][CH:14]=1, predict the reactants needed to synthesize it. The reactants are: C1C(=O)N([Br:8])C(=O)C1.[Cl:9][C:10]1[CH:15]=[CH:14][N:13]=[C:12]([NH:16][C:17](=[O:22])[C:18]([CH3:21])([CH3:20])[CH3:19])[CH:11]=1.